Dataset: Experimentally validated miRNA-target interactions with 360,000+ pairs, plus equal number of negative samples. Task: Binary Classification. Given a miRNA mature sequence and a target amino acid sequence, predict their likelihood of interaction. (1) The miRNA is mmu-miR-93-5p with sequence CAAAGUGCUGUUCGUGCAGGUAG. The protein sequence of the target gene is MKLPLSPSTEPVATEPLGMALLSSILAAWSYISENPERAALYFVSGVCIGLFLTLAALVMRISCHTDCRRGPRRRCLQDRECSDSSDSEDGSEDTASDLSVRRHRRFERTLNKNVFTSAEELERAQRLEERERIIREIWMNGQPEVPGTRSLNRYY. Result: 0 (no interaction). (2) The miRNA is hsa-miR-1976 with sequence CCUCCUGCCCUCCUUGCUGU. The protein sequence of the target gene is MATPGFSCLLLSTSEIDLPMKRRV. Result: 1 (interaction). (3) The miRNA is hsa-miR-4452 with sequence UUGAAUUCUUGGCCUUAAGUGAU. The protein sequence of the target gene is MGRIGISCLFPASWHFSISPVGCPRILNTNLRQIMVISVLAAAVSLLYFSVVIIRNKYGRLTRDKKFQRYLARVTDIEATDTNNPNVNYGIVVDCGSSGSRVFVYCWPRHNGNPHDLLDIRQMRDKNRKPVVMKIKPGISEFATSPEKVSDYISPLLNFAAEHVPRAKHKETPLYILCTAGMRILPESQQKAILEDLLTDIPVHFDFLFSDSHAEVISGKQEGVYAWIGINFVLGRFEHIEDDDEAVVEVNIPGSESSEAIVRKRTAGILDMGGVSTQIAYEVPKTVSFASSQQEEVAKN.... Result: 0 (no interaction). (4) The miRNA is rno-miR-132-5p with sequence ACCGUGGCUUUCGAUUGUUACU. The protein sequence of the target gene is MAELQQLQEFEIPTGREALRGNHSALLRVADYCEDNYVQATDKRKALEETMAFTTQALASVAYQVGNLAGHTLRMLDLQGAALRQVEARVSTLGQMVNMHMEKVARREIGTLATVQRLPPGQKVIAPENLPPLTPYCRRPLNFGCLDDIGHGIKDLSTQLSRTGTLSRKSIKAPATPASATLGRPPRIPEPVHLPVVPDGRLSAASSAFSLASAGSAEGVGGAPTPKGQAAPPAPPLPSSLDPPPPPAAVEVFQRPPTLEELSPPPPDEELPLPLDLPPPPPLDGDELGLPPPPPGFGPD.... Result: 0 (no interaction). (5) The miRNA is mmu-miR-3093-3p with sequence UGUGGACACCGUGGGAGGUUGG. Result: 0 (no interaction). The protein sequence of the target gene is MRRSKADVERYVASVLGLTPSPRQKSMKGFYFAKLYYEAKEYDLAKKYICTYINVQERDPKAHRFLGLLYELEENTEKAVECYRRSVELNPTQKDLVLKIAELLCKNDVTDGRAKYWVERAAKLFPGSPAIYKLKEQLLDCEGEDGWNKLFDLIQSELYVRPDDVHVNIRLVELYRSTKRLKDAVAHCHEAERNIALRSSLEWNSCVVQTLKEYLESLQCLESDKSDWQATNTDLLLAYANLMLLTLSTRDVQENRELLESFDSALQSAKSSLGGNDELSATFLEMKGHFYMYAGSLLLK.... (6) The miRNA is cel-miR-34-5p with sequence AGGCAGUGUGGUUAGCUGGUUG. The protein sequence of the target gene is MTHSKGRPVTYKTSASPESGGGFVDWTLNLNTIQSDKFLNLLLSMVPVIYQKNQEDRHKKVNGIWQDGLSGAAQTFSKRSEPHLDYHEFSEQAFHSSSSGHTPASCSPKYDDYAGYNYCDGREASETTAMLQDEDLSSEGDDVIVETSQRIPKESSGVMALQILVPFLLAGFGTVSAGMVLDIVQHWEVFKNVTEVFILVPALLGLKGNLEMTLASRLSTAVNVGKMDSPIEKWNLIIGNLALKQVQATVVGFLAAVAAIILGWIPEGKYYLSHSILLCSSSVATAFIASLLQGIIMVGV.... Result: 0 (no interaction). (7) The miRNA is hsa-miR-4700-3p with sequence CACAGGACUGACUCCUCACCCCAGUG. The protein sequence of the target gene is MSTKSMIRDVELAEEVLSEKAGGPQGSRSCLCLSLFSFLLVAGATTLFCLLHFGVIGPQREEQSPGGPSINSPLVQTLRSSSQASSNKPVAHVVADINSPGQLRWWDSYANALMANGVKLEDNQLVVPADGLYLIYSQVLFRGQGCPSTPLFLTHTISRIAVSYQTKVNILSAIKSPCHRETPEWAEAKPWYEPIYQGGVFQLEKGDRLSAEINLPDYLDYAESGQVYFGIIAL. Result: 0 (no interaction).